From a dataset of Reaction yield outcomes from USPTO patents with 853,638 reactions. Predict the reaction yield, written as a fraction of the theoretical maximum amount of product (1.0 means a 100% yield; for example, 0.34 means a 34% yield). (1) The reactants are CS(O[CH2:6][CH2:7][N:8]1[CH:12]=[C:11]([C:13]2[CH:18]=[C:17]([C:19]([O:21]C)=[O:20])[CH:16]=[CH:15][N:14]=2)[N:10]=[CH:9]1)(=O)=O.[Cl:23][C:24]1[CH:31]=[CH:30][CH:29]=[CH:28][C:25]=1[CH2:26][NH2:27]. No catalyst specified. The product is [Cl:23][C:24]1[CH:31]=[CH:30][CH:29]=[CH:28][C:25]=1[CH2:26][NH:27][CH2:6][CH2:7][N:8]1[CH:12]=[C:11]([C:13]2[CH:18]=[C:17]([C:19]([OH:21])=[O:20])[CH:16]=[CH:15][N:14]=2)[N:10]=[CH:9]1. The yield is 0.0800. (2) The reactants are [OH:1][C:2]1[CH:7]=[CH:6][C:5]([N:8]2[C:13](=[O:14])[C:12]([CH2:15][C:16]3[CH:21]=[CH:20][C:19]([C:22]4[C:23]([C:28]#[N:29])=[CH:24][CH:25]=[CH:26][CH:27]=4)=[CH:18][CH:17]=3)=[C:11]([CH2:30][CH2:31][CH3:32])[N:10]=[C:9]2[CH3:33])=[CH:4][CH:3]=1.I[CH2:35][C:36]([CH3:39])([CH3:38])[CH3:37].[C:40](=[O:43])([O-])[O-:41].[Cs+].[Cs+].C(OCC)(=O)C.C[N:53](C)C=O. The catalyst is O. The product is [CH3:35][C:36]([CH3:39])([CH3:38])[CH2:37][O:1][C:2]1[CH:3]=[CH:4][C:5]([N:8]2[C:13](=[O:14])[C:12]([CH2:15][C:16]3[CH:21]=[CH:20][C:19]([C:22]4[CH:27]=[CH:26][CH:25]=[CH:24][C:23]=4[C:28]4[NH:53][C:40](=[O:43])[O:41][N:29]=4)=[CH:18][CH:17]=3)=[C:11]([CH2:30][CH2:31][CH3:32])[N:10]=[C:9]2[CH3:33])=[CH:6][CH:7]=1. The yield is 0.600. (3) The reactants are [C:1]([C:5]1[CH:33]=[CH:32][C:8]([C:9]([NH:11][CH2:12][C:13]2[CH:18]=[CH:17][C:16]([C:19]3[C:20]4[CH:27]=[C:26]([C:28]([OH:30])=O)[NH:25][C:21]=4[N:22]=[CH:23][N:24]=3)=[CH:15][C:14]=2[F:31])=[O:10])=[CH:7][CH:6]=1)([CH3:4])([CH3:3])[CH3:2].CN(C(ON1N=NC2C=CC=CC1=2)=[N+](C)C)C.F[P-](F)(F)(F)(F)F.CCN(C(C)C)C(C)C.[NH:67]1[CH2:72][CH2:71][O:70][CH2:69][CH2:68]1. The catalyst is CN(C=O)C.C(OCC)(=O)C. The product is [C:1]([C:5]1[CH:33]=[CH:32][C:8]([C:9]([NH:11][CH2:12][C:13]2[CH:18]=[CH:17][C:16]([C:19]3[C:20]4[CH:27]=[C:26]([C:28]([N:67]5[CH2:72][CH2:71][O:70][CH2:69][CH2:68]5)=[O:30])[NH:25][C:21]=4[N:22]=[CH:23][N:24]=3)=[CH:15][C:14]=2[F:31])=[O:10])=[CH:7][CH:6]=1)([CH3:4])([CH3:3])[CH3:2]. The yield is 0.450. (4) The reactants are [F:1][C:2]1[CH:3]=[C:4]([CH:28]=[CH:29][CH:30]=1)[O:5][C:6]1[CH:11]=[CH:10][C:9]([C:12]2[C:20]3[C:15](=[N:16][CH:17]=[N:18][C:19]=3[NH2:21])[N:14]([C@@H:22]3[CH2:27][CH2:26][CH2:25][NH:24][CH2:23]3)[N:13]=2)=[CH:8][CH:7]=1.[C:31]([CH2:33][C:34](O)=[O:35])#[N:32].N1(C(N2C=CN=C2)=O)C=CN=C1. The catalyst is ClCCl. The product is [NH2:21][C:19]1[N:18]=[CH:17][N:16]=[C:15]2[N:14]([C@@H:22]3[CH2:27][CH2:26][CH2:25][N:24]([C:34](=[O:35])[CH2:33][C:31]#[N:32])[CH2:23]3)[N:13]=[C:12]([C:9]3[CH:10]=[CH:11][C:6]([O:5][C:4]4[CH:28]=[CH:29][CH:30]=[C:2]([F:1])[CH:3]=4)=[CH:7][CH:8]=3)[C:20]=12. The yield is 0.570.